Dataset: Forward reaction prediction with 1.9M reactions from USPTO patents (1976-2016). Task: Predict the product of the given reaction. Given the reactants [Br:1][C:2]1[CH:7]=[CH:6][C:5]([S:8][CH2:9][C:10]([OH:12])=O)=[CH:4][CH:3]=1.S(Cl)(Cl)=O.[Cl-].[Al+3].[Cl-].[Cl-].Cl, predict the reaction product. The product is: [Br:1][C:2]1[CH:7]=[CH:6][C:5]2[S:8][CH2:9][CH:10]([OH:12])[C:4]=2[CH:3]=1.